This data is from HIV replication inhibition screening data with 41,000+ compounds from the AIDS Antiviral Screen. The task is: Binary Classification. Given a drug SMILES string, predict its activity (active/inactive) in a high-throughput screening assay against a specified biological target. (1) The molecule is COC12C=CC(CC1)c1c2c(O)c2nc(C)c(C)nc2c1O. The result is 0 (inactive). (2) The compound is O=C1NC2(c3ccccc3)NC(=O)NC2(c2ccccc2)N1. The result is 0 (inactive). (3) The compound is COC(=O)C1(Cc2ccc(C)cc2)Cc2c(C)cccc2C1=O. The result is 0 (inactive).